Dataset: Forward reaction prediction with 1.9M reactions from USPTO patents (1976-2016). Task: Predict the product of the given reaction. Given the reactants [NH2:1][C:2]1[C:18]([O:19][CH3:20])=[CH:17][C:5]2[CH2:6][CH2:7][N:8]([CH2:11][C:12]([N:14]([CH3:16])[CH3:15])=[O:13])[CH2:9][CH2:10][C:4]=2[CH:3]=1.Cl[C:22]1[N:27]=[C:26]([NH:28][C:29]2[CH:34]=[CH:33][CH:32]=[CH:31][C:30]=2[S:35]([N:38]([CH2:40][CH2:41][O:42][CH3:43])[CH3:39])(=[O:37])=[O:36])[C:25]([Cl:44])=[CH:24][N:23]=1, predict the reaction product. The product is: [Cl:44][C:25]1[C:26]([NH:28][C:29]2[CH:34]=[CH:33][CH:32]=[CH:31][C:30]=2[S:35](=[O:36])(=[O:37])[N:38]([CH2:40][CH2:41][O:42][CH3:43])[CH3:39])=[N:27][C:22]([NH:1][C:2]2[C:18]([O:19][CH3:20])=[CH:17][C:5]3[CH2:6][CH2:7][N:8]([CH2:11][C:12]([N:14]([CH3:16])[CH3:15])=[O:13])[CH2:9][CH2:10][C:4]=3[CH:3]=2)=[N:23][CH:24]=1.